This data is from Reaction yield outcomes from USPTO patents with 853,638 reactions. The task is: Predict the reaction yield, written as a fraction of the theoretical maximum amount of product (1.0 means a 100% yield; for example, 0.34 means a 34% yield). (1) The yield is 0.960. The reactants are C[O:2][C:3]([C:5]1[N:6]([CH3:25])[N:7]=[C:8]([O:10][CH2:11][C:12]2[C:13]([C:18]3[CH:23]=[CH:22][C:21]([F:24])=[CH:20][CH:19]=3)=[N:14][O:15][C:16]=2[CH3:17])[CH:9]=1)=O.COC(C1NN=C(OCC2C(C3C=CC=CC=3)=NOC=2C)C=1)=O.[CH3:49][N:50]([CH3:52])[NH2:51]. No catalyst specified. The product is [CH3:49][N:50]([CH3:52])[NH:51][C:3]([C:5]1[N:6]([CH3:25])[N:7]=[C:8]([O:10][CH2:11][C:12]2[C:13]([C:18]3[CH:23]=[CH:22][C:21]([F:24])=[CH:20][CH:19]=3)=[N:14][O:15][C:16]=2[CH3:17])[CH:9]=1)=[O:2]. (2) The reactants are [CH3:1][C:2]([C:6]1[NH:7][C:8]2[C:13]([CH:14]=1)=[CH:12][C:11]([N+:15]([O-:17])=[O:16])=[CH:10][CH:9]=2)([CH3:5])[CH2:3][NH2:4].CCN(CC)CC.[C:25](O[C:25]([O:27][C:28]([CH3:31])([CH3:30])[CH3:29])=[O:26])([O:27][C:28]([CH3:31])([CH3:30])[CH3:29])=[O:26].O. The catalyst is C1COCC1. The product is [CH3:5][C:2]([C:6]1[NH:7][C:8]2[C:13]([CH:14]=1)=[CH:12][C:11]([N+:15]([O-:17])=[O:16])=[CH:10][CH:9]=2)([CH3:1])[CH2:3][NH:4][C:25](=[O:26])[O:27][C:28]([CH3:31])([CH3:30])[CH3:29]. The yield is 0.670.